This data is from Reaction yield outcomes from USPTO patents with 853,638 reactions. The task is: Predict the reaction yield, written as a fraction of the theoretical maximum amount of product (1.0 means a 100% yield; for example, 0.34 means a 34% yield). (1) The reactants are Br[C:2]1[CH:3]=[C:4]2[C:10]([C:11]3[CH:16]=[CH:15][CH:14]=[CH:13][C:12]=3[O:17][CH3:18])=[CH:9][NH:8][C:5]2=[N:6][CH:7]=1.C([N:26]1[CH:30]=[CH:29][CH:28]=[C:27]1B(O)O)(OC(C)(C)C)=O.C(=O)([O-])[O-].[Na+].[Na+]. The catalyst is C1C=CC([PH+]([C]2[CH][CH][CH][CH]2)C2C=CC=CC=2)=CC=1.C1C=CC([PH+]([C]2[CH][CH][CH][CH]2)C2C=CC=CC=2)=CC=1.C(Cl)Cl.Cl[Pd]Cl.[Fe].C(#N)C. The product is [CH3:18][O:17][C:12]1[CH:13]=[CH:14][CH:15]=[CH:16][C:11]=1[C:10]1[C:4]2[C:5](=[N:6][CH:7]=[C:2]([C:27]3[NH:26][CH:30]=[CH:29][CH:28]=3)[CH:3]=2)[NH:8][CH:9]=1. The yield is 0.300. (2) The reactants are CS([O:5][C:6]1[CH:7]=[C:8]2[C:13](=[CH:14][CH:15]=1)[C:12]([C:16](=[O:32])[C:17]1[CH:22]=[CH:21][C:20]([O:23][CH2:24][CH2:25][N:26]3[CH2:31][CH2:30][CH2:29][CH2:28][CH2:27]3)=[CH:19][CH:18]=1)=[C:11](OS(C(F)(F)F)(=O)=O)[CH:10]=[CH:9]2)(=O)=O.[F-].[Cs+].B1(B2OCC(C)(C)CO2)OCC(C)(C)CO1.Br[C:60]1[CH:65]=[C:64]([F:66])[CH:63]=[C:62]([F:67])[C:61]=1[F:68]. The catalyst is C(#N)C. The product is [OH:5][C:6]1[CH:7]=[C:8]2[C:13](=[CH:14][CH:15]=1)[C:12]([C:16]([C:17]1[CH:22]=[CH:21][C:20]([O:23][CH2:24][CH2:25][N:26]3[CH2:27][CH2:28][CH2:29][CH2:30][CH2:31]3)=[CH:19][CH:18]=1)=[O:32])=[C:11]([C:60]1[CH:65]=[C:64]([F:66])[CH:63]=[C:62]([F:67])[C:61]=1[F:68])[CH:10]=[CH:9]2. The yield is 1.00. (3) The reactants are C(OC([N:8]([CH2:39][C:40]([O:42]C(C)(C)C)=[O:41])[C:9]1[CH:14]=[CH:13][CH:12]=[C:11]([CH:15]([CH2:26][C:27]2[CH:32]=[CH:31][C:30]([C:33]3[S:34][C:35]([Cl:38])=[CH:36][N:37]=3)=[CH:29][CH:28]=2)[NH:16][S:17]([C:20]2[CH:25]=[CH:24][CH:23]=[CH:22][N:21]=2)(=[O:19])=[O:18])[N:10]=1)=O)(C)(C)C.C(OC(N(CC(OC(C)(C)C)=O)C1C=CC=C(C(CC2C=CC(C3SC(C)=CN=3)=CC=2)NS(C2C=CC=CN=2)(=O)=O)N=1)=O)(C)(C)C. No catalyst specified. The product is [Cl:38][C:35]1[S:34][C:33]([C:30]2[CH:29]=[CH:28][C:27]([CH2:26][CH:15]([NH:16][S:17]([C:20]3[CH:25]=[CH:24][CH:23]=[CH:22][N:21]=3)(=[O:19])=[O:18])[C:11]3[N:10]=[C:9]([NH:8][CH2:39][C:40]([OH:42])=[O:41])[CH:14]=[CH:13][CH:12]=3)=[CH:32][CH:31]=2)=[N:37][CH:36]=1. The yield is 0.660. (4) The reactants are [Cl:1][C:2]1[CH:3]=[C:4]([CH2:9][CH2:10][CH:11]=O)[CH:5]=[CH:6][C:7]=1[Cl:8].[CH3:13][C:14]([S@@:17]([NH2:19])=[O:18])([CH3:16])[CH3:15].[O-]S([O-])(=O)=O.[Mg+2]. The yield is 0.800. The product is [Cl:1][C:2]1[CH:3]=[C:4]([CH2:9][CH2:10]/[CH:11]=[N:19]/[S@:17]([C:14]([CH3:16])([CH3:15])[CH3:13])=[O:18])[CH:5]=[CH:6][C:7]=1[Cl:8]. The catalyst is C(Cl)Cl.CC1C=CC(S(O)(=O)=O)=CC=1.N1C=CC=CC=1. (5) The reactants are [CH3:1][N:2]1[CH2:7][CH2:6][N:5]([C:8]2[CH:16]=[C:15]3[C:11]([CH:12]=[CH:13][NH:14]3)=[CH:10][CH:9]=2)[CH2:4][CH2:3]1.C([O-])([O-])=O.[K+].[K+].[H-].[Na+].I[CH:26]([CH3:28])[CH3:27]. The catalyst is C1(C)C=CC=CC=1.ClCCl.CN(C=O)C. The product is [CH:26]([N:14]1[C:15]2[C:11](=[CH:10][CH:9]=[C:8]([N:5]3[CH2:4][CH2:3][N:2]([CH3:1])[CH2:7][CH2:6]3)[CH:16]=2)[CH:12]=[CH:13]1)([CH3:28])[CH3:27]. The yield is 0.830. (6) The reactants are [C:1]1(C)C=CC=CC=1.[Li]C.C(=O)=O.CC(C)=O.[Cl:17][C:18]1[N:23]=[C:22]([C:24]([F:27])([F:26])[F:25])[C:21]([C:28](=[O:30])[CH3:29])=[CH:20][N:19]=1. The catalyst is CCOCC.Cl[Ti](Cl)(Cl)Cl. The product is [Cl:17][C:18]1[N:23]=[C:22]([C:24]([F:25])([F:26])[F:27])[C:21]([C:28]([OH:30])([CH3:1])[CH3:29])=[CH:20][N:19]=1. The yield is 0.860. (7) The reactants are [F:1][CH:2]([F:19])[C:3]1[CH:4]=[C:5]([C:10]2[CH:15]=[C:14]([O:16][CH3:17])[CH:13]=[CH:12][C:11]=2[F:18])[CH:6]=[C:7]([F:9])[CH:8]=1.S(=O)(=O)(O)O.CC(O)=O.C1C(=O)N([I:36])C(=O)C1. The catalyst is C(Cl)Cl. The product is [F:19][CH:2]([F:1])[C:3]1[CH:4]=[C:5]([C:10]2[CH:15]=[C:14]([O:16][CH3:17])[C:13]([I:36])=[CH:12][C:11]=2[F:18])[CH:6]=[C:7]([F:9])[CH:8]=1. The yield is 0.820. (8) The reactants are [Cl-].[C:2]([C:4]1[C:16]([N+:17]([O-:19])=[O:18])=[CH:15][CH:14]=[CH:13][C:5]=1[O:6][CH2:7][C@H:8]1[CH2:12][CH2:11][CH2:10][NH2+:9]1)#[N:3].[CH2:20]([N:23]=[C:24]=[O:25])[CH2:21][CH3:22]. No catalyst specified. The product is [C:2]([C:4]1[C:16]([N+:17]([O-:19])=[O:18])=[CH:15][CH:14]=[CH:13][C:5]=1[O:6][CH2:7][C@H:8]1[CH2:12][CH2:11][CH2:10][N:9]1[C:24]([NH:23][CH2:20][CH2:21][CH3:22])=[O:25])#[N:3]. The yield is 1.00. (9) The product is [N:24]1[CH:25]=[CH:26][C:21]([C:2]2[CH:3]=[N:4][C:5]3[C:10]([CH:11]=2)=[CH:9][CH:8]=[CH:7][CH:6]=3)=[CH:22][CH:23]=1. The catalyst is CN(C=O)C.O.O.C1C=CC([P]([Pd]([P](C2C=CC=CC=2)(C2C=CC=CC=2)C2C=CC=CC=2)([P](C2C=CC=CC=2)(C2C=CC=CC=2)C2C=CC=CC=2)[P](C2C=CC=CC=2)(C2C=CC=CC=2)C2C=CC=CC=2)(C2C=CC=CC=2)C2C=CC=CC=2)=CC=1. The reactants are Br[C:2]1[CH:3]=[N:4][C:5]2[C:10]([CH:11]=1)=[CH:9][CH:8]=[CH:7][CH:6]=2.P([O-])([O-])([O-])=O.[K+].[K+].[K+].B(O)(O)[C:21]1[CH:26]=[CH:25][N:24]=[CH:23][CH:22]=1. The yield is 0.630.